This data is from NCI-60 drug combinations with 297,098 pairs across 59 cell lines. The task is: Regression. Given two drug SMILES strings and cell line genomic features, predict the synergy score measuring deviation from expected non-interaction effect. (1) Drug 1: C1=CC(=CC=C1CCC2=CNC3=C2C(=O)NC(=N3)N)C(=O)NC(CCC(=O)O)C(=O)O. Drug 2: C1=CN(C=N1)CC(O)(P(=O)(O)O)P(=O)(O)O. Cell line: HOP-62. Synergy scores: CSS=41.5, Synergy_ZIP=9.29, Synergy_Bliss=11.7, Synergy_Loewe=-24.9, Synergy_HSA=9.56. (2) Drug 1: C1C(C(OC1N2C=C(C(=O)NC2=O)F)CO)O. Drug 2: CC1C(C(CC(O1)OC2CC(OC(C2O)C)OC3=CC4=CC5=C(C(=O)C(C(C5)C(C(=O)C(C(C)O)O)OC)OC6CC(C(C(O6)C)O)OC7CC(C(C(O7)C)O)OC8CC(C(C(O8)C)O)(C)O)C(=C4C(=C3C)O)O)O)O. Cell line: COLO 205. Synergy scores: CSS=51.8, Synergy_ZIP=-2.93, Synergy_Bliss=-4.04, Synergy_Loewe=-1.98, Synergy_HSA=-1.17. (3) Drug 1: C1CN(CCN1C(=O)CCBr)C(=O)CCBr. Drug 2: CC1C(C(CC(O1)OC2CC(CC3=C2C(=C4C(=C3O)C(=O)C5=CC=CC=C5C4=O)O)(C(=O)C)O)N)O. Cell line: KM12. Synergy scores: CSS=26.3, Synergy_ZIP=-0.828, Synergy_Bliss=-1.60, Synergy_Loewe=-0.676, Synergy_HSA=-0.0845. (4) Drug 1: C1=C(C(=O)NC(=O)N1)N(CCCl)CCCl. Drug 2: CC1C(C(CC(O1)OC2CC(CC3=C2C(=C4C(=C3O)C(=O)C5=CC=CC=C5C4=O)O)(C(=O)C)O)N)O. Cell line: OVCAR-5. Synergy scores: CSS=52.6, Synergy_ZIP=-2.63, Synergy_Bliss=-3.55, Synergy_Loewe=-8.84, Synergy_HSA=-0.381.